Predict which catalyst facilitates the given reaction. From a dataset of Catalyst prediction with 721,799 reactions and 888 catalyst types from USPTO. (1) Reactant: [NH2:1][C:2]1[CH:3]=[C:4]2[C:9](=O)[N:8]([CH3:11])[C:6](=O)[C:5]2=[CH:12][CH:13]=1.[H-].[Al+3].[Li+].[H-].[H-].[H-]. Product: [CH3:11][N:8]1[CH2:9][C:4]2[C:5](=[CH:12][CH:13]=[C:2]([NH2:1])[CH:3]=2)[CH2:6]1. The catalyst class is: 1. (2) Reactant: [Cl:1][C:2]1[CH:15]=[C:14]([F:16])[C:13]([N:17]2[C:22](=[O:23])[CH:21]=[C:20]([C:24]([F:27])([F:26])[F:25])[N:19]([CH3:28])[C:18]2=[O:29])=[CH:12][C:3]=1[O:4][C:5]1[CH:6]=[C:7]([OH:11])[CH:8]=[CH:9][CH:10]=1.C(=O)([O-])[O-].[K+].[K+].Br[CH:37]([CH3:42])[C:38]([O:40][CH3:41])=[O:39]. Product: [Cl:1][C:2]1[CH:15]=[C:14]([F:16])[C:13]([N:17]2[C:22](=[O:23])[CH:21]=[C:20]([C:24]([F:25])([F:26])[F:27])[N:19]([CH3:28])[C:18]2=[O:29])=[CH:12][C:3]=1[O:4][C:5]1[CH:6]=[C:7]([CH:8]=[CH:9][CH:10]=1)[O:11][CH:37]([CH3:42])[C:38]([O:40][CH3:41])=[O:39]. The catalyst class is: 9.